This data is from Forward reaction prediction with 1.9M reactions from USPTO patents (1976-2016). The task is: Predict the product of the given reaction. (1) The product is: [N+:21]([C:17]1[CH:16]=[C:15]([C:7]2[C:8]3[C:9](=[N:10][CH:11]=[N:12][C:13]=3[NH2:14])[NH:5][N:6]=2)[CH:20]=[CH:19][CH:18]=1)([O-:23])=[O:22]. Given the reactants C([N:5]1[C:9]2=[N:10][CH:11]=[N:12][C:13]([NH2:14])=[C:8]2[C:7]([C:15]2[CH:20]=[CH:19][CH:18]=[C:17]([N+:21]([O-:23])=[O:22])[CH:16]=2)=[N:6]1)(C)(C)C, predict the reaction product. (2) The product is: [Si:15]([O:22][CH2:23][CH2:24][NH:1][CH2:2][CH:3]([C:5]1[CH:10]=[CH:9][CH:8]=[CH:7][CH:6]=1)[OH:4])([C:18]([CH3:21])([CH3:20])[CH3:19])([CH3:17])[CH3:16]. Given the reactants [NH2:1][CH2:2][CH:3]([C:5]1[CH:10]=[CH:9][CH:8]=[CH:7][CH:6]=1)[OH:4].C(O)(=O)C.[Si:15]([O:22][CH2:23][CH:24]=O)([C:18]([CH3:21])([CH3:20])[CH3:19])([CH3:17])[CH3:16].C([BH3-])#N.[Na+], predict the reaction product. (3) Given the reactants [H-].[Na+].[C:3]([O:7][C:8]([N:10]1[CH2:26][CH2:25][C:13]2([N:17]([C:18]3[CH:23]=[CH:22][CH:21]=[CH:20][CH:19]=3)[CH2:16][NH:15][C:14]2=[O:24])[CH2:12][CH2:11]1)=[O:9])([CH3:6])([CH3:5])[CH3:4].[H-].[H][H].Br[CH2:31][CH2:32][CH2:33][OH:34].C1C2(CCCCC2)[C:38](=[O:45])[CH2:37][CH2:36]1, predict the reaction product. The product is: [OH2:7].[OH:34][CH2:33][CH2:32][CH2:31][N:15]1[C:14](=[O:24])[C:13]2([CH2:12][CH2:11][N:10]([C:8]([O:7][C:3]([CH3:6])([CH3:4])[CH3:5])=[O:9])[CH2:26][CH2:25]2)[N:17]([C:18]2[CH:23]=[CH:22][CH:21]=[CH:20][CH:19]=2)[CH2:16]1.[OH:45][CH2:38][CH2:37][CH2:36][N:15]1[C:14](=[O:24])[C:13]2([CH2:12][CH2:11][N:10]([C:8]([O:7][C:3]([CH3:6])([CH3:4])[CH3:5])=[O:9])[CH2:26][CH2:25]2)[N:17]([C:18]2[CH:23]=[CH:22][CH:21]=[CH:20][CH:19]=2)[CH2:16]1. (4) The product is: [N:19]1([CH2:18][CH2:17][O:14][C:11]2[CH:12]=[CH:13][C:8]([NH2:7])=[CH:9][CH:10]=2)[CH2:24][CH2:23][CH2:22][CH2:21][CH2:20]1. Given the reactants C(=O)([O-])[O-].[K+].[K+].[NH2:7][C:8]1[CH:13]=[CH:12][C:11]([OH:14])=[C:10](Cl)[CH:9]=1.Cl[CH2:17][CH2:18][N:19]1[CH2:24][CH2:23][CH2:22][CH2:21][CH2:20]1, predict the reaction product. (5) Given the reactants Br[C:2]1[CH:3]=[C:4]([N:8]([CH:10]2[CH2:12][CH2:11]2)[CH3:9])[CH:5]=[CH:6][CH:7]=1.C(N(CC)CC)C.[CH3:20][Si:21]([C:24]#[CH:25])([CH3:23])[CH3:22].C(OCC)(=O)C, predict the reaction product. The product is: [CH:10]1([N:8]([CH3:9])[C:4]2[CH:5]=[CH:6][CH:7]=[C:2]([C:25]#[C:24][Si:21]([CH3:23])([CH3:22])[CH3:20])[CH:3]=2)[CH2:12][CH2:11]1. (6) The product is: [CH3:1][O:2][C:3]1[N:4]=[CH:5][C:6]([NH2:15])=[CH:7][C:8]=1[C:9]1[CH:10]=[CH:11][CH:12]=[CH:13][CH:14]=1. Given the reactants [CH3:1][O:2][C:3]1[C:8]([C:9]2[CH:14]=[CH:13][CH:12]=[CH:11][CH:10]=2)=[CH:7][C:6]([N+:15]([O-])=O)=[CH:5][N:4]=1, predict the reaction product. (7) The product is: [NH3:11].[C:21]1([C:27]([N:29]2[C:34](=[O:35])[CH:33]=[CH:32][N:31]([CH2:17][CH2:16][CH2:15][N:11]3[CH2:12][C@H:13]4[C@:9]([C:6]5[CH:7]=[CH:8][C:3]([C:2]([F:20])([F:1])[F:19])=[CH:4][CH:5]=5)([CH2:14]4)[CH2:10]3)[C:30]2=[O:36])=[O:28])[CH:22]=[CH:23][CH:24]=[CH:25][CH:26]=1. Given the reactants [F:1][C:2]([F:20])([F:19])[C:3]1[CH:8]=[CH:7][C:6]([C@:9]23[CH2:14][C@H:13]2[CH2:12][N:11]([CH2:15][CH2:16][CH2:17]O)[CH2:10]3)=[CH:5][CH:4]=1.[C:21]1([C:27]([N:29]2[C:34](=[O:35])[CH:33]=[CH:32][NH:31][C:30]2=[O:36])=[O:28])[CH:26]=[CH:25][CH:24]=[CH:23][CH:22]=1.C1C=CC(P(C2C=CC=CC=2)C2C=CC=CC=2)=CC=1.CCOC(/N=N/C(OCC)=O)=O, predict the reaction product. (8) Given the reactants C[O:2][C:3]([C:5]1[C:10]([NH:11][C:12]2[CH:13]=[N:14][CH:15]=[N:16][CH:17]=2)=[N:9][CH:8]=[C:7]([CH:18]2[CH2:20][CH2:19]2)[N:6]=1)=[O:4].[Li+].[OH-], predict the reaction product. The product is: [CH:18]1([C:7]2[N:6]=[C:5]([C:3]([OH:4])=[O:2])[C:10]([NH:11][C:12]3[CH:13]=[N:14][CH:15]=[N:16][CH:17]=3)=[N:9][CH:8]=2)[CH2:19][CH2:20]1. (9) Given the reactants C(OC(=O)[NH:7][CH2:8][CH2:9][CH2:10][CH2:11][C:12](=O)[N:13]([C:17]1[CH:22]=[C:21]([C:23]#[N:24])[CH:20]=[CH:19][C:18]=1[NH2:25])[CH:14]([CH3:16])[CH3:15])(C)(C)C.Cl.O1CCOCC1, predict the reaction product. The product is: [NH2:7][CH2:8][CH2:9][CH2:10][CH2:11][C:12]1[N:13]([CH:14]([CH3:16])[CH3:15])[C:17]2[CH:22]=[C:21]([C:23]#[N:24])[CH:20]=[CH:19][C:18]=2[N:25]=1.